Task: Binary Classification. Given a drug SMILES string, predict its activity (active/inactive) in a high-throughput screening assay against a specified biological target.. Dataset: HIV replication inhibition screening data with 41,000+ compounds from the AIDS Antiviral Screen (1) The molecule is CCOC(=O)C(=[N+]=[N-])C(=O)CN1C(=O)C2CC(C)=C(C)CC2C1O. The result is 0 (inactive). (2) The compound is O=C(O)c1cccc2c(=O)c3ccccc3oc12. The result is 0 (inactive). (3) The compound is CCOC1N(C2CC(N=[N+]=[NH2+])C(CO)O2)C(=O)NC(=O)C1(C)Br. The result is 1 (active). (4) The drug is CCCCCCCCCC=C(CC(=O)O)C(=O)O. The result is 0 (inactive). (5) The molecule is CCOC(=O)C(=O)CC1=CC=CC2=NC(=O)CCN12. The result is 0 (inactive). (6) The result is 0 (inactive). The molecule is CN(C)C(=C1C(Br)=C(Br)C(Br)=C1Br)N(C)C. (7) The molecule is CC(C)N(C(=O)c1cccc(C(=O)N(C(C)C)C(C)C)c1)C(C)C. The result is 0 (inactive).